From a dataset of Full USPTO retrosynthesis dataset with 1.9M reactions from patents (1976-2016). Predict the reactants needed to synthesize the given product. (1) Given the product [C:4]([CH:6]1[CH2:7][N:8]([C:12]2[CH:17]=[CH:16][CH:15]=[C:14]([C:18]([F:19])([F:20])[F:21])[CH:13]=2)[C:9](=[O:11])[CH2:10]1)(=[O:5])[CH3:23], predict the reactants needed to synthesize it. The reactants are: CON(C)[C:4]([CH:6]1[CH2:10][C:9](=[O:11])[N:8]([C:12]2[CH:17]=[CH:16][CH:15]=[C:14]([C:18]([F:21])([F:20])[F:19])[CH:13]=2)[CH2:7]1)=[O:5].[CH3:23][Mg]Br. (2) Given the product [F:1][C:2]1[CH:7]=[CH:6][CH:5]=[CH:4][C:3]=1[C:8]1[C:12]2[C:20]([C:21]([F:24])([F:23])[F:22])=[CH:19][C:18](=[O:17])[NH:13][C:11]=2[N:10]([CH3:14])[N:9]=1, predict the reactants needed to synthesize it. The reactants are: [F:1][C:2]1[CH:7]=[CH:6][CH:5]=[CH:4][C:3]=1[C:8]1[CH:12]=[C:11]([NH2:13])[N:10]([CH3:14])[N:9]=1.C([O:17][C:18](=O)[CH2:19][C:20](=O)[C:21]([F:24])([F:23])[F:22])C. (3) Given the product [CH3:21][O:22][C:23]1[CH:24]=[C:25]([NH:35][C:36]2[S:37][C:13]([CH2:12][C:5]3[CH:7]=[CH:8][CH:9]=[C:3]([C:2]([F:11])([F:10])[F:1])[CH:4]=3)=[C:15]([CH3:16])[N:38]=2)[CH:26]=[CH:27][C:28]=1[N:29]1[CH:33]=[C:32]([CH3:34])[N:31]=[CH:30]1, predict the reactants needed to synthesize it. The reactants are: [F:1][C:2]([F:11])([F:10])[C:3]1[CH:4]=[C:5]([CH:7]=[CH:8][CH:9]=1)N.[CH3:12][C:13]([CH:15]=[CH2:16])=O.ClC(Cl)=O.[CH3:21][O:22][C:23]1[CH:24]=[C:25]([NH:35][C:36]([NH2:38])=[S:37])[CH:26]=[CH:27][C:28]=1[N:29]1[CH:33]=[C:32]([CH3:34])[N:31]=[CH:30]1. (4) Given the product [CH3:12][O:11][C:4]1[CH:3]=[C:2]([N:19]2[CH2:20][CH2:21][N:16]([C:13](=[O:15])[CH3:14])[CH2:17][CH2:18]2)[CH:7]=[CH:6][C:5]=1[N+:8]([O-:10])=[O:9], predict the reactants needed to synthesize it. The reactants are: F[C:2]1[CH:7]=[CH:6][C:5]([N+:8]([O-:10])=[O:9])=[C:4]([O:11][CH3:12])[CH:3]=1.[C:13]([N:16]1[CH2:21][CH2:20][NH:19][CH2:18][CH2:17]1)(=[O:15])[CH3:14].C(=O)([O-])[O-].[K+].[K+].